From a dataset of HIV replication inhibition screening data with 41,000+ compounds from the AIDS Antiviral Screen. Binary Classification. Given a drug SMILES string, predict its activity (active/inactive) in a high-throughput screening assay against a specified biological target. (1) The drug is CN(NC(=O)C(=Cc1ccc2c(c1)OCO2)NC(=O)c1ccccc1)c1ccnc2cc(Cl)ccc12. The result is 0 (inactive). (2) The compound is CCCC(O)c1ccc2[nH]c3c(C)cc([N+](=O)[O-])c(C)c3c2c1. The result is 0 (inactive). (3) The drug is O=C1c2ccccc2C(=O)N1CC(O)COc1cccc2ccccc12. The result is 0 (inactive). (4) The drug is COc1ccc(N(CN2C(=O)CCC2OC)C(C)=O)cc1. The result is 0 (inactive). (5) The molecule is CC1(C)C2C=C(CCN3CCOCC3)CC1C2. The result is 0 (inactive).